From a dataset of Reaction yield outcomes from USPTO patents with 853,638 reactions. Predict the reaction yield, written as a fraction of the theoretical maximum amount of product (1.0 means a 100% yield; for example, 0.34 means a 34% yield). The reactants are [Br:1][C:2]1[C:6]2[NH:7][C:8]([CH3:13])([CH3:12])[NH:9][C:10](=[O:11])[C:5]=2[S:4][C:3]=1[C:14]1[CH:15]=[N:16][NH:17][CH:18]=1.Cl.C([O-])(O)=O.[Na+].[O-]S([O-])(=O)=O.[Mg+2].[C:31]1(=O)[CH2:36]CCC[CH2:32]1.CC1C=CC(S(O)(=O)=O)=CC=1. The catalyst is CN(C=O)C.CO. The product is [Br:1][C:2]1[C:6]2[NH:7][C:8]3([CH2:12][CH2:36][CH2:31][CH2:32][CH2:13]3)[NH:9][C:10](=[O:11])[C:5]=2[S:4][C:3]=1[C:14]1[CH:15]=[N:16][NH:17][CH:18]=1. The yield is 0.300.